This data is from NCI-60 drug combinations with 297,098 pairs across 59 cell lines. The task is: Regression. Given two drug SMILES strings and cell line genomic features, predict the synergy score measuring deviation from expected non-interaction effect. (1) Drug 1: CN(CC1=CN=C2C(=N1)C(=NC(=N2)N)N)C3=CC=C(C=C3)C(=O)NC(CCC(=O)O)C(=O)O. Drug 2: C1=NNC2=C1C(=O)NC=N2. Cell line: SF-268. Synergy scores: CSS=14.5, Synergy_ZIP=1.62, Synergy_Bliss=2.69, Synergy_Loewe=-20.7, Synergy_HSA=0.793. (2) Drug 1: CC1=C2C(C(=O)C3(C(CC4C(C3C(C(C2(C)C)(CC1OC(=O)C(C(C5=CC=CC=C5)NC(=O)C6=CC=CC=C6)O)O)OC(=O)C7=CC=CC=C7)(CO4)OC(=O)C)O)C)OC(=O)C. Drug 2: CCN(CC)CCNC(=O)C1=C(NC(=C1C)C=C2C3=C(C=CC(=C3)F)NC2=O)C. Cell line: CAKI-1. Synergy scores: CSS=25.2, Synergy_ZIP=8.20, Synergy_Bliss=6.21, Synergy_Loewe=13.6, Synergy_HSA=5.50. (3) Drug 1: CN1CCC(CC1)COC2=C(C=C3C(=C2)N=CN=C3NC4=C(C=C(C=C4)Br)F)OC. Synergy scores: CSS=15.7, Synergy_ZIP=-1.42, Synergy_Bliss=2.76, Synergy_Loewe=2.62, Synergy_HSA=4.20. Cell line: 786-0. Drug 2: C(=O)(N)NO. (4) Drug 1: CC1=CC=C(C=C1)C2=CC(=NN2C3=CC=C(C=C3)S(=O)(=O)N)C(F)(F)F. Drug 2: CCC(=C(C1=CC=CC=C1)C2=CC=C(C=C2)OCCN(C)C)C3=CC=CC=C3.C(C(=O)O)C(CC(=O)O)(C(=O)O)O. Cell line: HCT116. Synergy scores: CSS=3.36, Synergy_ZIP=3.10, Synergy_Bliss=-9.64, Synergy_Loewe=-16.2, Synergy_HSA=-14.4. (5) Drug 1: C1=NC2=C(N1)C(=S)N=CN2. Drug 2: B(C(CC(C)C)NC(=O)C(CC1=CC=CC=C1)NC(=O)C2=NC=CN=C2)(O)O. Cell line: SK-MEL-28. Synergy scores: CSS=30.9, Synergy_ZIP=-2.28, Synergy_Bliss=-4.03, Synergy_Loewe=-29.4, Synergy_HSA=-5.27. (6) Drug 1: CN(C)C1=NC(=NC(=N1)N(C)C)N(C)C. Drug 2: CCC(=C(C1=CC=CC=C1)C2=CC=C(C=C2)OCCN(C)C)C3=CC=CC=C3.C(C(=O)O)C(CC(=O)O)(C(=O)O)O. Cell line: MDA-MB-435. Synergy scores: CSS=-8.76, Synergy_ZIP=2.84, Synergy_Bliss=0.0467, Synergy_Loewe=-5.54, Synergy_HSA=-4.96. (7) Drug 1: COCCOC1=C(C=C2C(=C1)C(=NC=N2)NC3=CC=CC(=C3)C#C)OCCOC.Cl. Drug 2: CC1C(C(CC(O1)OC2CC(CC3=C2C(=C4C(=C3O)C(=O)C5=C(C4=O)C(=CC=C5)OC)O)(C(=O)CO)O)N)O.Cl. Cell line: HL-60(TB). Synergy scores: CSS=53.7, Synergy_ZIP=0.778, Synergy_Bliss=1.21, Synergy_Loewe=-6.47, Synergy_HSA=2.98.